From a dataset of Reaction yield outcomes from USPTO patents with 853,638 reactions. Predict the reaction yield, written as a fraction of the theoretical maximum amount of product (1.0 means a 100% yield; for example, 0.34 means a 34% yield). (1) The reactants are [S:1]([N:10]1[CH2:14][CH2:13][O:12]C1=O)([N:4]1[CH2:8][CH2:7][O:6]C1=O)(=[O:3])=[O:2].C(=O)=O. The catalyst is [OH-].[Na+]. The product is [OH:12][CH2:13][CH2:14][NH:10][S:1]([NH:4][CH2:8][CH2:7][OH:6])(=[O:3])=[O:2]. The yield is 0.870. (2) The reactants are [CH2:1]([O:3][C:4]([C:6]1[C:18](=[O:19])[N:17]([CH:20]2[CH2:24][CH2:23][CH2:22][CH2:21]2)[C:9]2[N:10]=[C:11](S(C)=O)[N:12]=[CH:13][C:8]=2[C:7]=1[CH3:25])=[O:5])[CH3:2].[C:26]([O:30][C:31]([N:33]1[CH2:38][CH2:37][N:36]([C:39]2[CH:40]=[N:41][C:42]([NH2:45])=[CH:43][CH:44]=2)[CH2:35][CH2:34]1)=[O:32])([CH3:29])([CH3:28])[CH3:27].C(OCC)C. The catalyst is C1(C)C=CC=CC=1. The product is [CH2:1]([O:3][C:4]([C:6]1[C:18](=[O:19])[N:17]([CH:20]2[CH2:24][CH2:23][CH2:22][CH2:21]2)[C:9]2[N:10]=[C:11]([NH:45][C:42]3[CH:43]=[CH:44][C:39]([N:36]4[CH2:37][CH2:38][N:33]([C:31]([O:30][C:26]([CH3:29])([CH3:28])[CH3:27])=[O:32])[CH2:34][CH2:35]4)=[CH:40][N:41]=3)[N:12]=[CH:13][C:8]=2[C:7]=1[CH3:25])=[O:5])[CH3:2]. The yield is 0.290. (3) The reactants are [NH2:1][CH:2]1[CH2:7][CH2:6][N:5]([C:8]([O:10][CH2:11][CH3:12])=[O:9])[CH2:4][CH2:3]1.Br[C:14]1[CH:19]=[CH:18][N:17]=[CH:16][CH:15]=1.CC(C)([O-])C.[Na+].C1(P(C2C=CC=CC=2)C2C=CC3C(=CC=CC=3)C=2C2C3C(=CC=CC=3)C=CC=2P(C2C=CC=CC=2)C2C=CC=CC=2)C=CC=CC=1. The catalyst is C1(C)C=CC=CC=1.C([O-])(=O)C.[Pd+2].C([O-])(=O)C. The product is [N:17]1[CH:18]=[CH:19][C:14]([NH:1][CH:2]2[CH2:3][CH2:4][N:5]([C:8]([O:10][CH2:11][CH3:12])=[O:9])[CH2:6][CH2:7]2)=[CH:15][CH:16]=1. The yield is 0.410. (4) The reactants are [N+](C1C=CC(N)=C(N)C=1)([O-])=O.[F:12][C:13]([F:27])([F:26])[C:14]1[NH:15][C:16]2[CH:22]=[C:21]([N+:23]([O-])=O)[CH:20]=[CH:19][C:17]=2[N:18]=1.[N+](C1NC2C=CC=CC=2N=1)([O-])=O. The catalyst is FC(F)(F)C(O)=O.CCOC(C)=O.CO.[Pd]. The product is [F:27][C:13]([F:12])([F:26])[C:14]1[NH:15][C:16]2[CH:22]=[C:21]([NH2:23])[CH:20]=[CH:19][C:17]=2[N:18]=1. The yield is 0.800. (5) The yield is 0.220. The catalyst is Br.O. The reactants are C(OC(O[CH2:8][CH3:9])CBr)C.C(O)C.C(=O)([O-])O.[Na+].[NH2:18][C:19]1[N:20]=[N:21][CH:22]=[C:23]([C:25]([F:28])([F:27])[F:26])[N:24]=1. The product is [F:27][C:25]([F:26])([F:28])[C:23]1[CH:22]=[N:21][N:20]2[CH:8]=[CH:9][N:18]=[C:19]2[N:24]=1. (6) The reactants are [O:1]1[C:5]2[CH:6]=[CH:7][C:8]([C:10]3([C:13]([NH:15][C:16]4[CH:17]=[C:18]5[C:22](=[CH:23][CH:24]=4)[NH:21][C:20]([C:25](OCC)=[O:26])=[CH:19]5)=[O:14])[CH2:12][CH2:11]3)=[CH:9][C:4]=2[O:3][CH2:2]1.[Li+].[BH4-]. The catalyst is C1COCC1.O. The product is [O:1]1[C:5]2[CH:6]=[CH:7][C:8]([C:10]3([C:13]([NH:15][C:16]4[CH:17]=[C:18]5[C:22](=[CH:23][CH:24]=4)[NH:21][C:20]([CH2:25][OH:26])=[CH:19]5)=[O:14])[CH2:12][CH2:11]3)=[CH:9][C:4]=2[O:3][CH2:2]1. The yield is 0.730. (7) The reactants are CC(O[C:6]([O:8][C:9]([O:11][C:12]([CH3:15])([CH3:14])[CH3:13])=[O:10])=O)(C)C.[CH3:16][CH:17]([O:19][C:20]([C:22]1[C:28]2[NH:29][C:30]3[CH:31]=C(O)[CH:33]=[CH:34][C:35]=3[C:27]=2[C:26]([CH3:38])([CH3:37])[CH2:25][N:24]([C:39]([C:41]2[CH:46]=[CH:45][C:44]([F:47])=[C:43]([F:48])[CH:42]=2)=[O:40])[CH:23]=1)=[O:21])[CH3:18]. The catalyst is ClCCl. The product is [F:48][C:43]1[CH:42]=[C:41]([C:39]([N:24]2[CH2:25][C:26]([CH3:38])([CH3:37])[C:27]3[C:35]4[CH:34]=[CH:33][C:6]([O:8][C:9]([O:11][C:12]([CH3:13])([CH3:14])[CH3:15])=[O:10])=[CH:31][C:30]=4[NH:29][C:28]=3[C:22]([C:20]([O:19][CH:17]([CH3:18])[CH3:16])=[O:21])=[CH:23]2)=[O:40])[CH:46]=[CH:45][C:44]=1[F:47]. The yield is 0.400. (8) The reactants are [Si](O[C@H:9]1[CH2:14][CH2:13][C@@:12]([C@H:16]2[CH2:24][CH2:23][C@@:22]3([CH3:25])[C@@H:18]([CH2:19]/[C:20](=[CH:27]/O)/[C:21]3=O)[C@@H:17]2[CH2:29][NH:30][C:31](=[O:37])[O:32][C:33]([CH3:36])([CH3:35])[CH3:34])([CH3:15])[C@@H:11]([CH2:38][O:39][Si:40]([C:43]([CH3:46])([CH3:45])[CH3:44])([CH3:42])[CH3:41])[CH2:10]1)(C(C)(C)C)(C)C.[OH2:47].[NH2:48][NH2:49]. The yield is 0.610. The product is [Si:40]([O:47][C@H:9]1[CH2:14][CH2:13][C@@:12]([C@H:16]2[CH2:24][CH2:23][C@@:22]3([CH3:25])[C@@H:18]([CH2:19][C:20]4[CH:27]=[N:49][NH:48][C:21]=43)[C@@H:17]2[CH2:29][NH:30][C:31](=[O:37])[O:32][C:33]([CH3:34])([CH3:35])[CH3:36])([CH3:15])[C@@H:11]([CH2:38][O:39][Si:40]([C:43]([CH3:46])([CH3:45])[CH3:44])([CH3:41])[CH3:42])[CH2:10]1)([C:43]([CH3:46])([CH3:45])[CH3:44])([CH3:42])[CH3:41]. The catalyst is CCO. (9) The yield is 0.690. The product is [NH2:23][C:19]1[CH:18]=[C:17]([CH:22]=[CH:21][CH:20]=1)[C:16]([NH:15][C:11]1[CH:12]=[CH:13][CH:14]=[C:9]([NH:8][C:6]2[C:5]([Cl:27])=[CH:4][N:3]=[C:2]([Cl:1])[N:7]=2)[CH:10]=1)=[O:26]. The catalyst is O.CO.C(O)(=O)C.[Fe]. The reactants are [Cl:1][C:2]1[N:7]=[C:6]([NH:8][C:9]2[CH:10]=[C:11]([NH:15][C:16](=[O:26])[C:17]3[CH:22]=[CH:21][CH:20]=[C:19]([N+:23]([O-])=O)[CH:18]=3)[CH:12]=[CH:13][CH:14]=2)[C:5]([Cl:27])=[CH:4][N:3]=1.